This data is from Forward reaction prediction with 1.9M reactions from USPTO patents (1976-2016). The task is: Predict the product of the given reaction. The product is: [Cl:1][C:2]1[CH:3]=[C:4]([CH2:5][S:6][C:7]2[N:12]=[C:11]([OH:13])[C:10]([S:33][C:29]3[S:28][CH:32]=[N:31][N:30]=3)=[C:9]([NH:14][C@H:15]([CH3:18])[CH2:16][OH:17])[N:8]=2)[CH:19]=[CH:20][CH:21]=1. Given the reactants [Cl:1][C:2]1[CH:3]=[C:4]([CH:19]=[CH:20][CH:21]=1)[CH2:5][S:6][C:7]1[N:12]=[C:11]([OH:13])[CH:10]=[C:9]([NH:14][C@H:15]([CH3:18])[CH2:16][OH:17])[N:8]=1.N1C=CC=CC=1.[S:28]1[CH:32]=[N:31][N:30]=[C:29]1[SH:33].BrBr, predict the reaction product.